This data is from Forward reaction prediction with 1.9M reactions from USPTO patents (1976-2016). The task is: Predict the product of the given reaction. Given the reactants [CH2:1]1[C:5]2[C:6]3[C:11]([C:12]4[CH:13]=[CH:14][CH:15]=[CH:16][C:17]=4[C:4]=2[CH:3]=[C:2]1[Si:18]([CH3:21])([CH3:20])Cl)=[CH:10][CH:9]=[CH:8][CH:7]=3.[C:22]([NH2:26])([CH3:25])([CH3:24])[CH3:23], predict the reaction product. The product is: [CH2:1]1[C:5]2[C:6]3[C:11]([C:12]4[CH:13]=[CH:14][CH:15]=[CH:16][C:17]=4[C:4]=2[CH:3]=[C:2]1[Si:18]([CH3:21])([CH3:20])[NH:26][C:22]([CH3:25])([CH3:24])[CH3:23])=[CH:10][CH:9]=[CH:8][CH:7]=3.